This data is from Full USPTO retrosynthesis dataset with 1.9M reactions from patents (1976-2016). The task is: Predict the reactants needed to synthesize the given product. (1) Given the product [CH3:1][O:2][C:3]1[CH:17]=[CH:16][CH:15]=[CH:14][C:4]=1[O:5][C:6]1[CH:7]=[C:8]([CH2:9][NH:10][C:21](=[O:22])[C:20]2[CH:24]=[CH:25][CH:26]=[N:27][C:19]=2[NH2:18])[CH:11]=[CH:12][CH:13]=1, predict the reactants needed to synthesize it. The reactants are: [CH3:1][O:2][C:3]1[CH:17]=[CH:16][CH:15]=[CH:14][C:4]=1[O:5][C:6]1[CH:7]=[C:8]([CH:11]=[CH:12][CH:13]=1)[CH2:9][NH2:10].[NH2:18][C:19]1[N:27]=[CH:26][CH:25]=[CH:24][C:20]=1[C:21](O)=[O:22].ON1C2C=CC=CC=2N=N1.CCN=C=NCCCN(C)C.C(=O)(O)[O-].[Na+]. (2) Given the product [Cl:1][C:2]1[CH:7]=[CH:6][C:5]([N:8]([CH:9]2[C:18]3[C:13](=[CH:14][CH:15]=[CH:16][CH:17]=3)[N:12]([C:19](=[O:20])[C:21]3[CH:22]=[CH:23][C:24]([F:27])=[CH:25][CH:26]=3)[CH:11]([CH3:28])[CH2:10]2)[C:38](=[O:40])[CH3:39])=[CH:4][CH:3]=1, predict the reactants needed to synthesize it. The reactants are: [Cl:1][C:2]1[CH:7]=[CH:6][C:5]([NH:8][C@H:9]2[C:18]3[C:13](=[CH:14][CH:15]=[CH:16][CH:17]=3)[N:12]([C:19]([C:21]3[CH:26]=[CH:25][C:24]([F:27])=[CH:23][CH:22]=3)=[O:20])[C@@H:11]([CH3:28])[CH2:10]2)=[CH:4][CH:3]=1.C(N(C(C)C)CC)(C)C.[C:38](Cl)(=[O:40])[CH3:39]. (3) The reactants are: [NH2:1][C:2]1[CH:7]=[CH:6][C:5]([CH:8]2[CH2:13][CH2:12][N:11]([C:14]([O:16][C:17]([CH3:20])([CH3:19])[CH3:18])=[O:15])[CH2:10][CH2:9]2)=[CH:4][C:3]=1I.[C:22]([C:24]1[CH:29]=[CH:28][CH:27]=[CH:26][C:25]=1[O:30][CH3:31])#[CH:23]. Given the product [NH2:1][C:2]1[CH:7]=[CH:6][C:5]([CH:8]2[CH2:13][CH2:12][N:11]([C:14]([O:16][C:17]([CH3:20])([CH3:19])[CH3:18])=[O:15])[CH2:10][CH2:9]2)=[CH:4][C:3]=1[C:23]#[C:22][C:24]1[CH:29]=[CH:28][CH:27]=[CH:26][C:25]=1[O:30][CH3:31], predict the reactants needed to synthesize it. (4) Given the product [OH:1][C:2]1[CH:10]=[C:9]([N:11]([CH3:13])[CH3:12])[CH:8]=[CH:7][C:3]=1[C:4]([O:6][CH3:14])=[O:5], predict the reactants needed to synthesize it. The reactants are: [OH:1][C:2]1[CH:10]=[C:9]([N:11]([CH3:13])[CH3:12])[CH:8]=[CH:7][C:3]=1[C:4]([OH:6])=[O:5].[CH3:14]O.S(Cl)(Cl)=O. (5) Given the product [CH3:31][CH:32]1[CH2:37][CH2:36][N:35]([C:7]2[CH:12]=[N:11][C:10]([C:13]([OH:15])=[O:14])=[CH:9][CH:8]=2)[CH2:34][CH2:33]1, predict the reactants needed to synthesize it. The reactants are: FC(F)(F)S(O[C:7]1[CH:8]=[CH:9][C:10]([C:13]([O:15]C(C2C=CC=CC=2)C2C=CC=CC=2)=[O:14])=[N:11][CH:12]=1)(=O)=O.[CH3:31][CH:32]1[CH2:37][CH2:36][NH:35][CH2:34][CH2:33]1. (6) Given the product [OH:1][C@@H:2]([C@H:4]1[C:24](=[O:25])[N:6]2[C:7]([C:21]([O:23][CH2:27][O:28][C:29]([O:31][CH3:32])=[O:30])=[O:22])=[C:8]([S:11]/[CH:12]=[CH:13]\[C:14]3[S:18][CH:17]=[N:16][C:15]=3[CH2:19][OH:20])[C@H:9]([CH3:10])[C@H:5]12)[CH3:3], predict the reactants needed to synthesize it. The reactants are: [OH:1][C@@H:2]([C@H:4]1[C:24](=[O:25])[N:6]2[C:7]([C:21]([O-:23])=[O:22])=[C:8]([S:11]/[CH:12]=[CH:13]\[C:14]3[S:18][CH:17]=[N:16][C:15]=3[CH2:19][OH:20])[C@H:9]([CH3:10])[C@H:5]12)[CH3:3].[Na+].[CH3:27][O:28][C:29]([O:31][CH2:32]I)=[O:30]. (7) Given the product [CH2:22]([O:21][CH:17]([C:11]1[CH:12]=[CH:13][C:14]([O:15][CH3:16])=[C:9]([OH:8])[CH:10]=1)[C:18]([OH:20])=[O:19])[CH3:23], predict the reactants needed to synthesize it. The reactants are: C([O:8][C:9]1[CH:10]=[C:11]([CH:17]([O:21][CH2:22][CH3:23])[C:18]([OH:20])=[O:19])[CH:12]=[CH:13][C:14]=1[O:15][CH3:16])C1C=CC=CC=1. (8) The reactants are: [CH3:1][C:2]1[N:7]=[C:6]([NH:8][CH3:9])[N:5]=[C:4]([N:10]2[CH2:15][CH2:14][CH:13]([C:16]([OH:18])=O)[CH2:12][CH2:11]2)[N:3]=1.CCN=C=N[CH2:24][CH2:25][CH2:26][N:27](C)C.C1[CH:31]=[CH:32][C:33]2N(O)N=[N:36][C:34]=2C=1.[CH2:40](N(CC)CC)C.BrC1C=CC(CN)=C(O[C:57]([F:60])([F:59])[F:58])C=1. Given the product [C:26]([C:25]1[CH:24]=[CH:40][C:33]([CH2:34][NH:36][C:16]([CH:13]2[CH2:12][CH2:11][N:10]([C:4]3[N:3]=[C:2]([CH3:1])[N:7]=[C:6]([NH:8][CH3:9])[N:5]=3)[CH2:15][CH2:14]2)=[O:18])=[C:32]([C:57]([F:60])([F:59])[F:58])[CH:31]=1)#[N:27], predict the reactants needed to synthesize it.